This data is from Reaction yield outcomes from USPTO patents with 853,638 reactions. The task is: Predict the reaction yield, written as a fraction of the theoretical maximum amount of product (1.0 means a 100% yield; for example, 0.34 means a 34% yield). The reactants are [C:1]([C:3]1[CH:8]=[CH:7][CH:6]=[CH:5][C:4]=1[S:9]([O:12][C:13]1[CH:14]=[C:15]([OH:20])[CH:16]=[C:17]([CH3:19])[CH:18]=1)(=[O:11])=[O:10])#[N:2].O.[C:22]1(O)C=C(C)C=[C:24]([OH:25])[CH:23]=1.C(C1C=CC=CC=1S([Cl:42])(=O)=O)#N. The catalyst is C([O-])(O)=O.[Na+].C(OCC)C.O. The product is [ClH:42].[C:1]([C:3]1[CH:8]=[CH:7][CH:6]=[CH:5][C:4]=1[S:9]([O:12][C:13]1[CH:14]=[C:15]([CH:16]=[C:17]([CH3:19])[CH:18]=1)[O:20][CH2:22][CH2:23][CH2:24][OH:25])(=[O:11])=[O:10])#[N:2]. The yield is 0.570.